Dataset: Forward reaction prediction with 1.9M reactions from USPTO patents (1976-2016). Task: Predict the product of the given reaction. Given the reactants [F:1][C:2]1([F:17])[CH2:6][CH2:5][N:4]([C:7](=[O:16])[CH:8]([N:10]2[CH2:15][CH2:14][NH:13][CH2:12][CH2:11]2)[CH3:9])[CH2:3]1.[C:18]([O:22][C:23]([N:25]1[C@@H:29]([C@H:30]([OH:37])[C:31]2[CH:36]=[CH:35][CH:34]=[CH:33][CH:32]=2)[CH2:28][CH2:27][C@H:26]1[CH2:38][C:39]1[CH:47]=[CH:46][C:42]([C:43](O)=[O:44])=[CH:41][CH:40]=1)=[O:24])([CH3:21])([CH3:20])[CH3:19].C(N(CC)C(C)C)(C)C, predict the reaction product. The product is: [C:18]([O:22][C:23]([N:25]1[C@@H:29]([C@H:30]([OH:37])[C:31]2[CH:36]=[CH:35][CH:34]=[CH:33][CH:32]=2)[CH2:28][CH2:27][C@H:26]1[CH2:38][C:39]1[CH:47]=[CH:46][C:42]([C:43]([N:13]2[CH2:12][CH2:11][N:10]([CH:8]([CH3:9])[C:7]([N:4]3[CH2:5][CH2:6][C:2]([F:1])([F:17])[CH2:3]3)=[O:16])[CH2:15][CH2:14]2)=[O:44])=[CH:41][CH:40]=1)=[O:24])([CH3:21])([CH3:19])[CH3:20].